This data is from Forward reaction prediction with 1.9M reactions from USPTO patents (1976-2016). The task is: Predict the product of the given reaction. (1) Given the reactants ClC(Cl)(O[C:5](=[O:11])OC(Cl)(Cl)Cl)Cl.[Cl:13][C:14]1[CH:19]=[CH:18][C:17]([C:20]2[N:21]=[C:22]([CH:33]3[CH2:38][CH2:37][NH:36][CH2:35][CH2:34]3)[O:23][C:24]=2[C:25]2[CH:30]=[CH:29][C:28]([O:31][CH3:32])=[CH:27][CH:26]=2)=[CH:16][CH:15]=1.C(N(CC)CC)C.Cl.[CH3:47][NH:48][OH:49], predict the reaction product. The product is: [Cl:13][C:14]1[CH:19]=[CH:18][C:17]([C:20]2[N:21]=[C:22]([CH:33]3[CH2:38][CH2:37][N:36]([C:5](=[O:11])[N:48]([OH:49])[CH3:47])[CH2:35][CH2:34]3)[O:23][C:24]=2[C:25]2[CH:30]=[CH:29][C:28]([O:31][CH3:32])=[CH:27][CH:26]=2)=[CH:16][CH:15]=1. (2) Given the reactants Cl.[NH2:2][CH2:3][C:4]([C:6]1[CH:11]=[CH:10][CH:9]=[CH:8][CH:7]=1)=[O:5].[C:12]([NH:15][C:16]1[CH:24]=[CH:23][C:19]([C:20](Cl)=O)=[CH:18][CH:17]=1)(=[O:14])[CH3:13].C(N(CC)C(C)C)(C)C, predict the reaction product. The product is: [C:6]1([C:4]2[O:5][C:20]([C:19]3[CH:18]=[CH:17][C:16]([NH:15][C:12](=[O:14])[CH3:13])=[CH:24][CH:23]=3)=[N:2][CH:3]=2)[CH:11]=[CH:10][CH:9]=[CH:8][CH:7]=1. (3) Given the reactants [F:1][C:2]([F:23])([F:22])[C:3]([N:5]1[CH2:10][CH2:9][N:8]([S:11]([C:14]2[CH:19]=[C:18]([F:20])[CH:17]=[CH:16][C:15]=2[CH3:21])(=[O:13])=[O:12])[CH2:7][CH2:6]1)=[O:4].C1C(=O)N([Br:31])C(=O)C1.CC(N=NC(C#N)(C)C)(C#N)C, predict the reaction product. The product is: [Br:31][CH2:21][C:15]1[CH:16]=[CH:17][C:18]([F:20])=[CH:19][C:14]=1[S:11]([N:8]1[CH2:7][CH2:6][N:5]([C:3](=[O:4])[C:2]([F:1])([F:22])[F:23])[CH2:10][CH2:9]1)(=[O:12])=[O:13]. (4) Given the reactants [CH2:1]([N:3]([CH2:14][C:15]1[N:16]=[C:17]2[CH:22]=[CH:21][CH:20]=[C:19]([N:23]3[CH2:28][CH2:27][N:26]([CH3:29])[CH2:25][CH2:24]3)[N:18]2[C:30]=1[CH2:31][OH:32])[C@@H:4]1[C:13]2[N:12]=[CH:11][CH:10]=[CH:9][C:8]=2[CH2:7][CH2:6][CH2:5]1)[CH3:2], predict the reaction product. The product is: [CH2:1]([N:3]([CH2:14][C:15]1[N:16]=[C:17]2[CH:22]=[CH:21][CH:20]=[C:19]([N:23]3[CH2:28][CH2:27][N:26]([CH3:29])[CH2:25][CH2:24]3)[N:18]2[C:30]=1[CH:31]=[O:32])[C@@H:4]1[C:13]2[N:12]=[CH:11][CH:10]=[CH:9][C:8]=2[CH2:7][CH2:6][CH2:5]1)[CH3:2].